The task is: Predict the product of the given reaction.. This data is from Forward reaction prediction with 1.9M reactions from USPTO patents (1976-2016). (1) Given the reactants FC(F)(F)S(O[C:7]1[CH:8]2[CH:10]([C:11](=[O:23])[N:12]([CH2:14][C:15]3[CH:20]=[CH:19][C:18]([O:21][CH3:22])=[CH:17][CH:16]=3)[N:13]=1)[CH2:9]2)(=O)=O.[C:26]1([C:32]2[O:33][C:34]3[CH2:35][NH:36][CH2:37][CH2:38][C:39]=3[N:40]=2)[CH:31]=[CH:30][CH:29]=[CH:28][CH:27]=1.C(Cl)Cl, predict the reaction product. The product is: [CH3:22][O:21][C:18]1[CH:19]=[CH:20][C:15]([CH2:14][N:12]2[N:13]=[C:7]([N:36]3[CH2:37][CH2:38][C:39]4[N:40]=[C:32]([C:26]5[CH:27]=[CH:28][CH:29]=[CH:30][CH:31]=5)[O:33][C:34]=4[CH2:35]3)[CH:8]3[CH:10]([CH2:9]3)[C:11]2=[O:23])=[CH:16][CH:17]=1. (2) Given the reactants [O:1]1[CH2:6][CH2:5][CH2:4][CH2:3][CH:2]1[N:7]1[C:11]2[CH:12]=[CH:13][C:14]([C:16](=[N:19]O)[CH2:17][CH3:18])=[CH:15][C:10]=2[N:9]=[CH:8]1, predict the reaction product. The product is: [O:1]1[CH2:6][CH2:5][CH2:4][CH2:3][CH:2]1[N:7]1[C:11]2[CH:12]=[CH:13][C:14]([CH:16]([NH2:19])[CH2:17][CH3:18])=[CH:15][C:10]=2[N:9]=[CH:8]1. (3) Given the reactants [Br:1][C:2]1[CH:3]=[CH:4][C:5]([O:12][CH3:13])=[C:6]([S:8](Cl)(=[O:10])=[O:9])[CH:7]=1.Cl.[CH3:15][O:16][C:17](=[O:30])[C@H:18]([NH2:29])[CH2:19][C:20]1[C:28]2[C:23](=[CH:24][CH:25]=[CH:26][CH:27]=2)[NH:22][CH:21]=1, predict the reaction product. The product is: [CH3:15][O:16][C:17](=[O:30])[C@H:18]([NH:29][S:8]([C:6]1[CH:7]=[C:2]([Br:1])[CH:3]=[CH:4][C:5]=1[O:12][CH3:13])(=[O:10])=[O:9])[CH2:19][C:20]1[C:28]2[C:23](=[CH:24][CH:25]=[CH:26][CH:27]=2)[NH:22][CH:21]=1. (4) Given the reactants [CH3:1][CH:2]1[CH2:7][CH2:6][N:5]([C:8]2[C:13]([N+:14]([O-])=O)=[CH:12][CH:11]=[C:10]([N:17]3[CH2:22][CH2:21][N:20]([C:23](=[O:31])[CH2:24][N:25]4[CH2:30][CH2:29][O:28][CH2:27][CH2:26]4)[CH2:19][CH2:18]3)[N:9]=2)[CH2:4][CH2:3]1.CCO.[NH4+].[Cl-].C([O-])(O)=O.[Na+], predict the reaction product. The product is: [NH2:14][C:13]1[C:8]([N:5]2[CH2:6][CH2:7][CH:2]([CH3:1])[CH2:3][CH2:4]2)=[N:9][C:10]([N:17]2[CH2:18][CH2:19][N:20]([C:23](=[O:31])[CH2:24][N:25]3[CH2:30][CH2:29][O:28][CH2:27][CH2:26]3)[CH2:21][CH2:22]2)=[CH:11][CH:12]=1.